This data is from Full USPTO retrosynthesis dataset with 1.9M reactions from patents (1976-2016). The task is: Predict the reactants needed to synthesize the given product. (1) Given the product [CH3:16][C:17]([O:20][C:6]1[CH:7]=[CH:2][C:3]([CH:8]([F:10])[F:9])=[CH:4][N:5]=1)([CH3:18])[C:13]([OH:14])=[O:11], predict the reactants needed to synthesize it. The reactants are: Cl[C:2]1[CH:7]=[CH:6][N:5]=[CH:4][C:3]=1[CH:8]([F:10])[F:9].[OH-:11].[Li+].[CH3:13][OH:14].O1C[CH2:18][CH2:17][CH2:16]1.[OH2:20]. (2) Given the product [O:42]=[C:38]1[C:39]2[C:35](=[CH:34][C:33]([C:2]3[N:7]4[N:8]=[CH:9][N:10]=[C:6]4[C:5]([NH:11][CH:12]4[CH2:17][CH2:16][N:15]([C:18]([O:20][C:21]([CH3:24])([CH3:23])[CH3:22])=[O:19])[CH2:14][CH2:13]4)=[N:4][CH:3]=3)=[CH:41][CH:40]=2)[CH2:36][NH:37]1, predict the reactants needed to synthesize it. The reactants are: Br[C:2]1[N:7]2[N:8]=[CH:9][N:10]=[C:6]2[C:5]([NH:11][CH:12]2[CH2:17][CH2:16][N:15]([C:18]([O:20][C:21]([CH3:24])([CH3:23])[CH3:22])=[O:19])[CH2:14][CH2:13]2)=[N:4][CH:3]=1.CC1(C)C(C)(C)OB([C:33]2[CH:34]=[C:35]3[C:39](=[CH:40][CH:41]=2)[C:38](=[O:42])[NH:37][CH2:36]3)O1. (3) Given the product [C:1]([O:5][C:6]([N:8]1[CH2:15][CH2:14][CH:13]([CH3:16])[C@H:9]1[C:10]([N:27]1[CH2:28][CH2:29][CH2:30][C@H:26]1[C:25]([NH:24][CH2:23][C:22]1[CH:32]=[C:18]([Cl:17])[CH:19]=[CH:20][C:21]=1[N:33]1[CH:37]=[N:36][N:35]=[N:34]1)=[O:31])=[O:12])=[O:7])([CH3:2])([CH3:3])[CH3:4], predict the reactants needed to synthesize it. The reactants are: [C:1]([O:5][C:6]([N:8]1[CH2:15][CH2:14][CH:13]([CH3:16])[CH:9]1[C:10]([OH:12])=O)=[O:7])([CH3:4])([CH3:3])[CH3:2].[Cl:17][C:18]1[CH:19]=[CH:20][C:21]([N:33]2[CH:37]=[N:36][N:35]=[N:34]2)=[C:22]([CH:32]=1)[CH2:23][NH:24][C:25](=[O:31])[C@@H:26]1[CH2:30][CH2:29][CH2:28][NH:27]1. (4) Given the product [NH2:15][C:16]1[CH:21]=[CH:20][CH:19]=[CH:18][C:17]=1[C:2]1[C:3]([C:12]#[N:13])=[N:4][N:5]([CH2:8][CH2:9][CH2:10][CH3:11])[C:6]=1[CH3:7], predict the reactants needed to synthesize it. The reactants are: Br[C:2]1[C:3]([C:12]#[N:13])=[N:4][N:5]([CH2:8][CH2:9][CH2:10][CH3:11])[C:6]=1[CH3:7].Cl.[NH2:15][C:16]1[CH:21]=[CH:20][CH:19]=[CH:18][C:17]=1B(O)O. (5) The reactants are: [NH2:1][C:2]1[N:7]=[CH:6][C:5]([C:8]2[CH:9]=[C:10]([NH2:19])[C:11]([NH:14][C:15]([CH3:18])([CH3:17])[CH3:16])=[CH:12][CH:13]=2)=[CH:4][N:3]=1.[CH3:20][N:21]1[C:25]([CH3:26])=[C:24]([C:27]2[CH:28]=[CH:29][C:30]([N:35]3[CH:39]=[N:38][CH:37]=[N:36]3)=[C:31]([CH:34]=2)[CH:32]=O)[CH:23]=[N:22]1.OOS([O-])=O.[K+].S([O-])([O-])(=O)=S.[Na+].[Na+]. Given the product [C:15]([N:14]1[C:11]2[CH:12]=[CH:13][C:8]([C:5]3[CH:4]=[N:3][C:2]([NH2:1])=[N:7][CH:6]=3)=[CH:9][C:10]=2[N:19]=[C:32]1[C:31]1[CH:34]=[C:27]([C:24]2[CH:23]=[N:22][N:21]([CH3:20])[C:25]=2[CH3:26])[CH:28]=[CH:29][C:30]=1[N:35]1[CH:39]=[N:38][CH:37]=[N:36]1)([CH3:16])([CH3:18])[CH3:17], predict the reactants needed to synthesize it. (6) Given the product [Cl:20][C:19]1[S:18][C:17]([NH:21][C:22](=[O:47])[N:23]([CH2:32][CH2:33][CH:34]([C:35]2[CH:40]=[CH:39][CH:38]=[CH:37][CH:36]=2)[C:41]2[CH:46]=[CH:45][CH:44]=[CH:43][CH:42]=2)[CH2:24][CH2:25][C:26]2[CH:31]=[CH:30][CH:29]=[CH:28][N:27]=2)=[N:16][C:15]=1[C:12]1[CH:13]=[CH:14][C:9]([S:6]([NH2:5])(=[O:7])=[O:8])=[CH:10][CH:11]=1, predict the reactants needed to synthesize it. The reactants are: C([NH:5][S:6]([C:9]1[CH:14]=[CH:13][C:12]([C:15]2[N:16]=[C:17]([NH:21][C:22](=[O:47])[N:23]([CH2:32][CH2:33][CH:34]([C:41]3[CH:46]=[CH:45][CH:44]=[CH:43][CH:42]=3)[C:35]3[CH:40]=[CH:39][CH:38]=[CH:37][CH:36]=3)[CH2:24][CH2:25][C:26]3[CH:31]=[CH:30][CH:29]=[CH:28][N:27]=3)[S:18][C:19]=2[Cl:20])=[CH:11][CH:10]=1)(=[O:8])=[O:7])(C)(C)C.C1(OC)C=CC=CC=1.C(O)(C(F)(F)F)=O. (7) Given the product [F:12][C:4]1[C:5]([O:10][CH3:11])=[CH:6][C:7]([O:8][CH3:9])=[C:2]([F:1])[C:3]=1[N:13]1[CH2:18][C:17]2[CH:19]=[N:20][C:21]3[N:25]([S:26]([C:29]4[CH:30]=[CH:31][CH:32]=[CH:33][CH:34]=4)(=[O:27])=[O:28])[C:24]([CH2:35][N:36]4[CH2:37][CH2:38][O:39][CH2:40][CH2:41]4)=[CH:23][C:22]=3[C:16]=2[N:15]([CH2:42][CH2:43][F:52])[C:14]1=[O:45], predict the reactants needed to synthesize it. The reactants are: [F:1][C:2]1[C:7]([O:8][CH3:9])=[CH:6][C:5]([O:10][CH3:11])=[C:4]([F:12])[C:3]=1[N:13]1[CH2:18][C:17]2[CH:19]=[N:20][C:21]3[N:25]([S:26]([C:29]4[CH:34]=[CH:33][CH:32]=[CH:31][CH:30]=4)(=[O:28])=[O:27])[C:24]([CH2:35][N:36]4[CH2:41][CH2:40][O:39][CH2:38][CH2:37]4)=[CH:23][C:22]=3[C:16]=2[N:15]([CH2:42][CH2:43]O)[C:14]1=[O:45].C(N(S(F)(F)[F:52])CC)C.